From a dataset of NCI-60 drug combinations with 297,098 pairs across 59 cell lines. Regression. Given two drug SMILES strings and cell line genomic features, predict the synergy score measuring deviation from expected non-interaction effect. (1) Drug 1: COC1=CC(=CC(=C1O)OC)C2C3C(COC3=O)C(C4=CC5=C(C=C24)OCO5)OC6C(C(C7C(O6)COC(O7)C8=CC=CS8)O)O. Drug 2: C1=NC2=C(N1)C(=S)N=CN2. Cell line: NCIH23. Synergy scores: CSS=57.3, Synergy_ZIP=-4.41, Synergy_Bliss=-2.10, Synergy_Loewe=-16.7, Synergy_HSA=0.947. (2) Drug 1: CN(C)C1=NC(=NC(=N1)N(C)C)N(C)C. Drug 2: CN(CCCl)CCCl.Cl. Cell line: SF-295. Synergy scores: CSS=5.07, Synergy_ZIP=-3.12, Synergy_Bliss=-2.91, Synergy_Loewe=-2.73, Synergy_HSA=-2.69. (3) Drug 1: C1CCN(CC1)CCOC2=CC=C(C=C2)C(=O)C3=C(SC4=C3C=CC(=C4)O)C5=CC=C(C=C5)O. Drug 2: C(CCl)NC(=O)N(CCCl)N=O. Cell line: SF-268. Synergy scores: CSS=17.2, Synergy_ZIP=0.491, Synergy_Bliss=3.97, Synergy_Loewe=-0.823, Synergy_HSA=-0.882. (4) Drug 1: C1C(C(OC1N2C=NC(=NC2=O)N)CO)O. Drug 2: C1CCC(C(C1)N)N.C(=O)(C(=O)[O-])[O-].[Pt+4]. Cell line: OVCAR3. Synergy scores: CSS=24.5, Synergy_ZIP=0.982, Synergy_Bliss=2.56, Synergy_Loewe=4.16, Synergy_HSA=4.35.